From a dataset of Full USPTO retrosynthesis dataset with 1.9M reactions from patents (1976-2016). Predict the reactants needed to synthesize the given product. (1) Given the product [Cl:12][C:10]1[CH:11]=[C:6]2[C:7](=[CH:8][CH:9]=1)[N:13]=[C:15]([O:16][CH2:17][CH2:18][CH3:19])[N:4]([CH2:1][CH2:2][CH3:3])[C:5]2=[O:14], predict the reactants needed to synthesize it. The reactants are: [CH2:1]([NH:4][C:5](=[O:14])[C:6]1[CH:11]=[C:10]([Cl:12])[CH:9]=[CH:8][C:7]=1[NH2:13])[CH2:2][CH3:3].[C:15](OCCC)(OCCC)(OCCC)[O:16][CH2:17][CH2:18][CH3:19]. (2) Given the product [C:7]1([CH2:6][C@H:2]([OH:1])[CH2:3][OH:4])[CH:12]=[CH:11][CH:10]=[CH:9][CH:8]=1, predict the reactants needed to synthesize it. The reactants are: [OH:1][C@@H:2]([CH2:6][C:7]1[CH:12]=[CH:11][CH:10]=[CH:9][CH:8]=1)[C:3](O)=[O:4].B.C1COCC1. (3) Given the product [CH3:1][O:2][C:3]([C:5]1[C:6]2[C:20]([CH:21]3[CH2:23][CH2:22]3)=[N:19][N:18]([CH:25]3[CH2:26][CH2:27][CH2:28][CH2:29][O:24]3)[C:7]=2[N:8]=[C:9]([C:11]2[CH:12]=[CH:13][C:14]([OH:17])=[CH:15][CH:16]=2)[CH:10]=1)=[O:4], predict the reactants needed to synthesize it. The reactants are: [CH3:1][O:2][C:3]([C:5]1[C:6]2[C:20]([CH:21]3[CH2:23][CH2:22]3)=[N:19][NH:18][C:7]=2[N:8]=[C:9]([C:11]2[CH:16]=[CH:15][C:14]([OH:17])=[CH:13][CH:12]=2)[CH:10]=1)=[O:4].[O:24]1[CH:29]=[CH:28][CH2:27][CH2:26][CH2:25]1.O.C1(C)C=CC(S(O)(=O)=O)=CC=1.O. (4) Given the product [F:37][CH:35]([F:36])[C:32]1[CH:33]=[CH:34][C:29]([C:25]2[C:24]3[N:23]([N:22]=[C:21]([NH:20][C:17]4[CH:16]=[CH:15][C:14]([CH:11]5[CH2:10][CH2:9][NH:8][CH2:13][CH2:12]5)=[CH:19][CH:18]=4)[N:40]=3)[CH:28]=[CH:27][CH:26]=2)=[C:30]([O:38][CH3:39])[CH:31]=1, predict the reactants needed to synthesize it. The reactants are: C(OC([N:8]1[CH2:13][CH2:12][CH:11]([C:14]2[CH:19]=[CH:18][C:17]([NH:20][C:21]3[N:40]=[C:24]4[C:25]([C:29]5[CH:34]=[CH:33][C:32]([CH:35]([F:37])[F:36])=[CH:31][C:30]=5[O:38][CH3:39])=[CH:26][CH:27]=[CH:28][N:23]4[N:22]=3)=[CH:16][CH:15]=2)[CH2:10][CH2:9]1)=O)(C)(C)C.FC(F)(F)C(O)=O. (5) Given the product [C:18]([O:22][C:23]([N:14]1[C:15]2[C:11](=[CH:10][C:9]([O:8][CH2:1][C:2]3[CH:3]=[CH:4][CH:5]=[CH:6][CH:7]=3)=[CH:17][CH:16]=2)[CH2:12][CH2:13]1)=[O:24])([CH3:21])([CH3:20])[CH3:19], predict the reactants needed to synthesize it. The reactants are: [CH2:1]([O:8][C:9]1[CH:10]=[C:11]2[C:15](=[CH:16][CH:17]=1)[NH:14][CH2:13][CH2:12]2)[C:2]1[CH:7]=[CH:6][CH:5]=[CH:4][CH:3]=1.[C:18]([O:22][C:23](O[C:23]([O:22][C:18]([CH3:21])([CH3:20])[CH3:19])=[O:24])=[O:24])([CH3:21])([CH3:20])[CH3:19]. (6) Given the product [F:1][C:2]1[CH:27]=[C:26]([F:28])[CH:25]=[CH:24][C:3]=1[CH2:4][N:5]1[C:9]2=[CH:10][N:11]=[C:12]([C:14]([OH:16])=[O:15])[CH:13]=[C:8]2[C:7]([CH2:18][O:19][CH2:20][CH2:21][O:22][CH3:23])=[CH:6]1, predict the reactants needed to synthesize it. The reactants are: [F:1][C:2]1[CH:27]=[C:26]([F:28])[CH:25]=[CH:24][C:3]=1[CH2:4][N:5]1[C:9]2=[CH:10][N:11]=[C:12]([C:14]([O:16]C)=[O:15])[CH:13]=[C:8]2[C:7]([CH2:18][O:19][CH2:20][CH2:21][O:22][CH3:23])=[CH:6]1.O.[OH-].[Li+].O. (7) Given the product [C:19]1([CH:20]2[C:12]3[N:17]=[C:16]([NH2:18])[N:15]=[C:14]([N:26]4[CH2:31][CH2:30][NH:29][CH2:28][CH2:27]4)[C:13]=3[CH2:23][CH2:22][CH2:21]2)[CH:24]=[CH:42][CH:41]=[CH:40][CH:25]=1, predict the reactants needed to synthesize it. The reactants are: CC1C=CC(S(O[C:12]2[C:13]3[CH2:23][CH2:22][CH2:21][CH2:20][C:19]([CH3:25])([CH3:24])[C:14]=3[N:15]=[C:16]([NH2:18])[N:17]=2)(=O)=O)=CC=1.[N:26]1(C(OC(C)(C)C)=O)[CH2:31][CH2:30][NH:29][CH2:28][CH2:27]1.N1C[CH2:42][C@@H:41](NC(=O)OC(C)(C)C)[CH2:40]1. (8) Given the product [CH:23]1([CH2:22][N:8]([C:6]2[CH:5]=[CH:4][C:3]([N+:12]([O-:14])=[O:13])=[C:2]([CH3:1])[N:7]=2)[C:9](=[O:11])[CH3:10])[CH2:26][CH2:25][CH2:24]1, predict the reactants needed to synthesize it. The reactants are: [CH3:1][C:2]1[N:7]=[C:6]([NH:8][C:9](=[O:11])[CH3:10])[CH:5]=[CH:4][C:3]=1[N+:12]([O-:14])=[O:13].C([O-])([O-])=O.[K+].[K+].Br[CH2:22][CH:23]1[CH2:26][CH2:25][CH2:24]1.O. (9) Given the product [CH3:32][O:31][C:28]1[CH:29]=[CH:30][C:25]2[N:26]([CH:33]=[C:23]([C:20]3[CH:19]=[CH:18][C:17]([O:14][CH2:13][CH2:12][CH2:11][O:10][S:7]([C:4]4[CH:3]=[CH:2][C:1]([CH3:15])=[CH:6][CH:5]=4)(=[O:8])=[O:9])=[CH:22][CH:21]=3)[N:24]=2)[CH:27]=1, predict the reactants needed to synthesize it. The reactants are: [C:1]1([CH3:15])[CH:6]=[CH:5][C:4]([S:7]([O:10][CH2:11][CH2:12][CH2:13][OH:14])(=[O:9])=[O:8])=[CH:3][CH:2]=1.O[C:17]1[CH:22]=[CH:21][C:20]([C:23]2[N:24]=[C:25]3[CH:30]=[CH:29][C:28]([O:31][CH3:32])=[CH:27][N:26]3[CH:33]=2)=[CH:19][CH:18]=1.C1(P(C2C=CC=CC=2)C2C=CC=CC=2)C=CC=CC=1.CC(OC(/N=N/C(OC(C)C)=O)=O)C.